Dataset: Catalyst prediction with 721,799 reactions and 888 catalyst types from USPTO. Task: Predict which catalyst facilitates the given reaction. (1) Reactant: [S:1]1[CH:5]=[CH:4][CH:3]=[C:2]1[CH:6]=[O:7].C(=O)([O-])[O-].[K+].[K+].[F:14][C:15]([Si](C)(C)C)([F:17])[F:16]. Product: [F:14][C:15]([F:17])([F:16])[CH:6]([C:2]1[S:1][CH:5]=[CH:4][CH:3]=1)[OH:7]. The catalyst class is: 213. (2) Reactant: CN(C(O[N:9]1N=[N:16][C:11]2C=CC=N[C:10]1=2)=[N+](C)C)C.F[P-](F)(F)(F)(F)F.[CH3:25][C:26]1[C:34]2[C:33]([NH:35][C:36]3[C:37]([O:42][CH:43]4[CH2:48][CH2:47][O:46][CH2:45][CH2:44]4)=[N:38][CH:39]=[CH:40][CH:41]=3)=[N:32][CH:31]=[N:30][C:29]=2[S:28][C:27]=1[C:49](O)=[O:50].CCN(C(C)C)C(C)C. Product: [NH2:9][CH2:10][CH2:11][NH:16][C:49]([C:27]1[S:28][C:29]2[N:30]=[CH:31][N:32]=[C:33]([NH:35][C:36]3[C:37]([O:42][CH:43]4[CH2:48][CH2:47][O:46][CH2:45][CH2:44]4)=[N:38][CH:39]=[CH:40][CH:41]=3)[C:34]=2[C:26]=1[CH3:25])=[O:50]. The catalyst class is: 3. (3) Reactant: CCN(C(C)C)C(C)C.[Cl:10][C:11]1[CH:12]=[C:13]2[C:18](=[CH:19][CH:20]=1)[O:17][CH2:16][C:15]([C:21]([OH:23])=O)=[CH:14]2.CN(C(ON1N=NC2C=CC=NC1=2)=[N+](C)C)C.F[P-](F)(F)(F)(F)F.[N:48]1[C:49]([C:57]2[CH:58]=[C:59]([NH2:63])[CH:60]=[CH:61][CH:62]=2)=[CH:50][N:51]2[CH:56]=[CH:55][CH:54]=[CH:53][C:52]=12. Product: [N:48]1[C:49]([C:57]2[CH:58]=[C:59]([NH:63][C:21]([C:15]3[CH2:16][O:17][C:18]4[C:13]([CH:14]=3)=[CH:12][C:11]([Cl:10])=[CH:20][CH:19]=4)=[O:23])[CH:60]=[CH:61][CH:62]=2)=[CH:50][N:51]2[CH:56]=[CH:55][CH:54]=[CH:53][C:52]=12. The catalyst class is: 3. (4) The catalyst class is: 33. Reactant: C([O:3][C:4](=[O:29])[CH:5]([N:15]=C(C1C=CC=CC=1)C1C=CC=CC=1)[CH2:6][C:7]1[CH:12]=[CH:11][C:10]([Cl:13])=[CH:9][C:8]=1[CH3:14])C. Product: [NH2:15][CH:5]([CH2:6][C:7]1[CH:12]=[CH:11][C:10]([Cl:13])=[CH:9][C:8]=1[CH3:14])[C:4]([OH:29])=[O:3]. (5) Reactant: [N+:1]([C:4]1[CH:9]=[CH:8][C:7]([C:10]2[O:11][C:12]([C:21]([F:24])([F:23])[F:22])=[C:13]([C:15]3[CH:20]=[CH:19][CH:18]=[CH:17][CH:16]=3)[N:14]=2)=[CH:6][CH:5]=1)([O-])=O. Product: [C:15]1([C:13]2[N:14]=[C:10]([C:7]3[CH:6]=[CH:5][C:4]([NH2:1])=[CH:9][CH:8]=3)[O:11][C:12]=2[C:21]([F:22])([F:23])[F:24])[CH:16]=[CH:17][CH:18]=[CH:19][CH:20]=1. The catalyst class is: 183. (6) The catalyst class is: 16. Reactant: Cl[C:2]1[N:7]=[N:6][C:5]([C:8]([NH2:10])=[O:9])=[C:4]([NH:11][C:12]2[CH:17]=[CH:16][C:15]([CH3:18])=[C:14]([N:19]([CH3:21])[CH3:20])[N:13]=2)[CH:3]=1.[CH2:22]([NH2:25])[CH2:23][NH2:24]. Product: [NH2:24][CH2:23][CH2:22][NH:25][C:2]1[N:7]=[N:6][C:5]([C:8]([NH2:10])=[O:9])=[C:4]([NH:11][C:12]2[CH:17]=[CH:16][C:15]([CH3:18])=[C:14]([N:19]([CH3:21])[CH3:20])[N:13]=2)[CH:3]=1.